From a dataset of Forward reaction prediction with 1.9M reactions from USPTO patents (1976-2016). Predict the product of the given reaction. (1) Given the reactants [Cl:1][C:2]1[CH:7]=[CH:6][CH:5]=[CH:4][C:3]=1B(O)O.Cl[C:12]1[N:17]=[C:16]([NH2:18])[N:15]=[C:14]([NH:19][CH3:20])[CH:13]=1, predict the reaction product. The product is: [Cl:1][C:2]1[CH:7]=[CH:6][CH:5]=[CH:4][C:3]=1[C:12]1[N:17]=[C:16]([NH2:18])[N:15]=[C:14]([NH:19][CH3:20])[CH:13]=1. (2) The product is: [ClH:9].[ClH:9].[CH2:1]([NH:3][CH2:4][CH2:5][NH:6][CH2:7][CH3:8])[CH3:2]. Given the reactants [CH2:1]([NH:3][CH2:4][CH2:5][NH:6][CH2:7][CH3:8])[CH3:2].[ClH:9], predict the reaction product. (3) Given the reactants [C:1]([C:5]1[S:9]/[C:8](=[N:10]\[C:11](=[O:21])[C:12]2[CH:17]=[C:16]([Cl:18])[CH:15]=[CH:14][C:13]=2[O:19][CH3:20])/[N:7]([CH2:22][C@@H:23]2[CH2:27][CH2:26][CH2:25][N:24]2C(OC(C)(C)C)=O)[CH:6]=1)([CH3:4])([CH3:3])[CH3:2].Cl.O1CCOCC1, predict the reaction product. The product is: [C:1]([C:5]1[S:9]/[C:8](=[N:10]\[C:11](=[O:21])[C:12]2[CH:17]=[C:16]([Cl:18])[CH:15]=[CH:14][C:13]=2[O:19][CH3:20])/[N:7]([CH2:22][C@@H:23]2[CH2:27][CH2:26][CH2:25][NH:24]2)[CH:6]=1)([CH3:4])([CH3:2])[CH3:3]. (4) Given the reactants [H-].[Na+].[CH2:3]([O:5][C:6](=[O:15])[CH2:7][C:8]1[CH:13]=[CH:12][CH:11]=[CH:10][C:9]=1[OH:14])[CH3:4].[Cl:16][CH2:17][CH2:18]OS(C1C=CC=CC=1)(=O)=O, predict the reaction product. The product is: [CH2:3]([O:5][C:6](=[O:15])[CH2:7][C:8]1[CH:13]=[CH:12][CH:11]=[CH:10][C:9]=1[O:14][CH2:18][CH2:17][Cl:16])[CH3:4]. (5) Given the reactants [N:1]1([C:7]2[N:8]=[C:9]3[NH:17][C@H:16]([C:18]([F:21])([F:20])[F:19])[CH2:15][CH2:14][N:10]3[C:11](=[O:13])[CH:12]=2)[CH2:6][CH2:5][O:4][CH2:3][CH2:2]1.[F:22][C:23]1[CH:28]=[CH:27][C:26](I)=[CH:25][CH:24]=1, predict the reaction product. The product is: [F:22][C:23]1[CH:28]=[CH:27][C:26]([N:17]2[C:9]3=[N:8][C:7]([N:1]4[CH2:6][CH2:5][O:4][CH2:3][CH2:2]4)=[CH:12][C:11](=[O:13])[N:10]3[CH2:14][CH2:15][C@H:16]2[C:18]([F:20])([F:21])[F:19])=[CH:25][CH:24]=1. (6) Given the reactants CS[C:3]1[N:8]=[C:7]([C:9]2[CH:14]=[CH:13][CH:12]=[CH:11][N:10]=2)[CH:6]=[CH:5][N:4]=1.O.[NH2:16][NH2:17], predict the reaction product. The product is: [NH:16]([C:3]1[N:8]=[C:7]([C:9]2[CH:14]=[CH:13][CH:12]=[CH:11][N:10]=2)[CH:6]=[CH:5][N:4]=1)[NH2:17]. (7) Given the reactants [CH3:1][N:2]([CH3:24])[CH2:3][CH2:4][CH2:5][C:6]1[CH:23]=[CH:22][C:9]2[N:10]([CH2:19][O:20][CH3:21])[C:11](=[O:18])[C:12]3[CH:13]=[CH:14][CH:15]=[N:16][C:17]=3[C:8]=2[CH:7]=1, predict the reaction product. The product is: [CH3:24][N:2]([CH3:1])[CH2:3][CH2:4][CH2:5][C:6]1[CH:23]=[CH:22][C:9]2[N:10]([CH2:19][O:20][CH3:21])[C:11](=[O:18])[C:12]3[CH2:13][CH2:14][CH2:15][NH:16][C:17]=3[C:8]=2[CH:7]=1. (8) Given the reactants [C:1]([O:5][C:6]([N:8]([CH3:22])[C@H:9]1[CH2:14][CH2:13][C@H:12]([CH2:15][CH2:16][CH2:17][CH2:18][C:19]([OH:21])=O)[CH2:11][CH2:10]1)=[O:7])([CH3:4])([CH3:3])[CH3:2].[CH2:23]([NH:25][CH2:26][CH3:27])[CH3:24].CN1CCOCC1.CCN=C=NCCCN(C)C.C1C=CC2N(O)N=NC=2C=1, predict the reaction product. The product is: [C:1]([O:5][C:6](=[O:7])[N:8]([C@H:9]1[CH2:10][CH2:11][C@H:12]([CH2:15][CH2:16][CH2:17][CH2:18][C:19](=[O:21])[N:25]([CH2:26][CH3:27])[CH2:23][CH3:24])[CH2:13][CH2:14]1)[CH3:22])([CH3:2])([CH3:3])[CH3:4]. (9) Given the reactants [CH:1]1([CH2:7][NH2:8])[CH2:6][CH2:5][CH2:4][CH2:3][CH2:2]1.[CH3:9][O:10][C:11]([C:13]1[S:27][C:16]2[C:17]3[CH:18]=[CH:19][C:20]([C:24]([OH:26])=O)=[CH:21][C:22]=3[S:23][C:15]=2[C:14]=1[O:28][CH2:29][C:30]([O:32][CH2:33][CH3:34])=[O:31])=[O:12].CN(C(ON1N=NC2C=CC=NC1=2)=[N+](C)C)C.F[P-](F)(F)(F)(F)F.CCN(CC)CC, predict the reaction product. The product is: [CH3:9][O:10][C:11]([C:13]1[S:27][C:16]2[C:17]3[CH:18]=[CH:19][C:20]([C:24](=[O:26])[NH:8][CH2:7][CH:1]4[CH2:6][CH2:5][CH2:4][CH2:3][CH2:2]4)=[CH:21][C:22]=3[S:23][C:15]=2[C:14]=1[O:28][CH2:29][C:30]([O:32][CH2:33][CH3:34])=[O:31])=[O:12]. (10) Given the reactants [Cl:1][C:2]1[CH:9]=[CH:8][C:5]([CH:6]=[O:7])=[CH:4][CH:3]=1.[OH-:10].[K+].[CH:12](Br)(Br)Br.[OH2:16].[CH2:17](O)[C:18]#[CH:19], predict the reaction product. The product is: [Cl:1][C:2]1[CH:9]=[CH:8][C:5]([CH:6]([O:7][CH2:17][C:18]#[CH:19])[C:12]([OH:16])=[O:10])=[CH:4][CH:3]=1.